Dataset: Reaction yield outcomes from USPTO patents with 853,638 reactions. Task: Predict the reaction yield, written as a fraction of the theoretical maximum amount of product (1.0 means a 100% yield; for example, 0.34 means a 34% yield). (1) The reactants are [CH3:1][NH:2][C@@H:3]1[C:8]2[CH:9]=[CH:10][CH:11]=[CH:12][C:7]=2[C@H:6]([C:13]2[CH:14]=[CH:15][C:16]([Cl:20])=[C:17]([Cl:19])[CH:18]=2)[CH2:5][CH2:4]1.C(O)(=O)C.C[Si](C)(C)[Cl:27]. The catalyst is CC(O)C. The product is [CH3:1][NH:2][C@@H:3]1[C:8]2[CH:9]=[CH:10][CH:11]=[CH:12][C:7]=2[C@H:6]([C:13]2[CH:14]=[CH:15][C:16]([Cl:20])=[C:17]([Cl:19])[CH:18]=2)[CH2:5][CH2:4]1.[ClH:27]. The yield is 0.878. (2) The reactants are [CH3:1][O:2][C:3]1[CH:4]=[C:5]([CH2:11][CH2:12][CH2:13][C:14](O)=[O:15])[CH:6]=[CH:7][C:8]=1[O:9][CH3:10].B.C1COCC1. The catalyst is C1COCC1. The product is [CH3:1][O:2][C:3]1[CH:4]=[C:5]([CH2:11][CH2:12][CH2:13][CH2:14][OH:15])[CH:6]=[CH:7][C:8]=1[O:9][CH3:10]. The yield is 0.990. (3) The reactants are [NH:1]1[CH:5]=[N:4][C:3]([NH2:6])=[N:2]1.[O:7]1[C:11]2([CH2:16][CH2:15][C:14](=O)[CH2:13][CH2:12]2)[CH2:10][CH2:9][CH2:8]1.C([BH3-])#N.[Na+].O. The catalyst is C(O)(=O)C. The product is [O:7]1[C:11]2([CH2:16][CH2:15][CH:14]([NH:6][C:3]3[NH:4][CH:5]=[N:1][N:2]=3)[CH2:13][CH2:12]2)[CH2:10][CH2:9][CH2:8]1. The yield is 0.340. (4) The reactants are [Br:1][C:2]1[CH:7]=[CH:6][C:5]([S:8]([N:11]([CH2:13][C:14]2[S:15][CH:16]=[C:17]([C:19]([O:21]CC)=[O:20])[N:18]=2)[CH3:12])(=[O:10])=[O:9])=[CH:4][CH:3]=1.[OH-].[Li+]. The catalyst is O1CCOCC1. The product is [Br:1][C:2]1[CH:7]=[CH:6][C:5]([S:8]([N:11]([CH2:13][C:14]2[S:15][CH:16]=[C:17]([C:19]([OH:21])=[O:20])[N:18]=2)[CH3:12])(=[O:10])=[O:9])=[CH:4][CH:3]=1. The yield is 0.950. (5) The reactants are [F:1][C:2]1[CH:7]=[C:6]([N+:8]([O-:10])=[O:9])[CH:5]=[CH:4][C:3]=1[OH:11].[CH2:12](Br)[C:13]1[CH:18]=[CH:17][CH:16]=[CH:15][CH:14]=1.C(=O)([O-])[O-].[K+].[K+]. The catalyst is CN(C=O)C. The product is [CH2:12]([O:11][C:3]1[CH:4]=[CH:5][C:6]([N+:8]([O-:10])=[O:9])=[CH:7][C:2]=1[F:1])[C:13]1[CH:18]=[CH:17][CH:16]=[CH:15][CH:14]=1. The yield is 0.950.